Dataset: Full USPTO retrosynthesis dataset with 1.9M reactions from patents (1976-2016). Task: Predict the reactants needed to synthesize the given product. Given the product [CH2:1]([O:5][C:6]([CH:8]([O:15][C:16](=[O:26])[CH2:17][P:18]([O:23][CH2:24][CH3:25])([O:20][CH2:21][CH3:22])=[O:19])[O:9][C:10]([Cl:48])=[O:11])=[O:7])[CH2:2][CH2:3][CH3:4], predict the reactants needed to synthesize it. The reactants are: [CH2:1]([O:5][C:6]([CH:8]([O:15][C:16](=[O:26])[CH2:17][P:18]([O:23][CH2:24][CH3:25])([O:20][CH2:21][CH3:22])=[O:19])[O:9][C:10](SCC)=[O:11])=[O:7])[CH2:2][CH2:3][CH3:4].C(OC(C(OC(=O)C(C)C)OC(SCC)=O)=O)C.S(Cl)([Cl:48])(=O)=O.